This data is from Forward reaction prediction with 1.9M reactions from USPTO patents (1976-2016). The task is: Predict the product of the given reaction. (1) Given the reactants [C:1]([O:5][C:6]([N:8]1[CH2:13][CH2:12][N:11]([C:14]2[N:19]=[C:18]([C:20]3[CH:25]=[CH:24][N:23]=[C:22]([Cl:26])[CH:21]=3)[CH:17]=[CH:16][CH:15]=2)[CH2:10][CH2:9]1)=[O:7])([CH3:4])([CH3:3])[CH3:2].[Br:27]Br, predict the reaction product. The product is: [C:1]([O:5][C:6]([N:8]1[CH2:9][CH2:10][N:11]([C:14]2[N:19]=[C:18]([C:20]3[CH:25]=[CH:24][N:23]=[C:22]([Cl:26])[CH:21]=3)[C:17]([Br:27])=[CH:16][CH:15]=2)[CH2:12][CH2:13]1)=[O:7])([CH3:4])([CH3:2])[CH3:3]. (2) The product is: [CH3:6][O:7][C:8]1[CH:9]=[C:10]([CH:13]=[CH:14][C:15]=1[O:16][C:17]1[CH:22]=[CH:21][C:20]([C:23]([F:25])([F:24])[F:26])=[CH:19][C:18]=1[N+:27]([O-:29])=[O:28])[CH:11]=[C:31]([C:30]#[N:34])[C:32]#[N:33]. Given the reactants C([O-])(=O)C.[NH4+].[CH3:6][O:7][C:8]1[CH:9]=[C:10]([CH:13]=[CH:14][C:15]=1[O:16][C:17]1[CH:22]=[CH:21][C:20]([C:23]([F:26])([F:25])[F:24])=[CH:19][C:18]=1[N+:27]([O-:29])=[O:28])[CH:11]=O.[C:30](#[N:34])[CH2:31][C:32]#[N:33], predict the reaction product. (3) Given the reactants [CH2:1]([N:8]1[C:17]2[CH:16]=[CH:15][CH:14]=[CH:13][C:12]=2[C:11]2[O:18][C:19](=[O:24])[C:20](Br)=[C:21]([OH:22])[C:10]=2[C:9]1=[O:25])[C:2]1[CH:7]=[CH:6][CH:5]=[CH:4][CH:3]=1.[Cl:26][C:27]1[CH:32]=[CH:31][C:30]([SH:33])=[CH:29][CH:28]=1.C(=O)([O-])[O-].[K+].[K+], predict the reaction product. The product is: [CH2:1]([N:8]1[C:17]2[CH:16]=[CH:15][CH:14]=[CH:13][C:12]=2[C:11]2[O:18][C:19](=[O:24])[C:20]([S:33][C:30]3[CH:31]=[CH:32][C:27]([Cl:26])=[CH:28][CH:29]=3)=[C:21]([OH:22])[C:10]=2[C:9]1=[O:25])[C:2]1[CH:7]=[CH:6][CH:5]=[CH:4][CH:3]=1. (4) The product is: [C:1]([O:4][CH:5]([C:11]([O:13][CH2:14][CH:15]=[CH2:16])=[O:12])[CH2:6][CH2:7][C:8]([Cl:20])=[O:9])(=[O:3])[CH3:2]. Given the reactants [C:1]([O:4][CH:5]([C:11]([O:13][CH2:14][CH:15]=[CH2:16])=[O:12])[CH2:6][CH2:7][C:8](O)=[O:9])(=[O:3])[CH3:2].C(Cl)(=O)C([Cl:20])=O, predict the reaction product. (5) Given the reactants [C:1]([CH:3]([C:8]1[CH:13]=[CH:12][C:11]([N+:14]([O-:16])=[O:15])=[C:10]([O:17][CH3:18])[CH:9]=1)[C:4](OC)=[O:5])#[N:2].C([O-])(O)=O.[Na+], predict the reaction product. The product is: [NH2:2][CH2:1][CH:3]([C:8]1[CH:13]=[CH:12][C:11]([N+:14]([O-:16])=[O:15])=[C:10]([O:17][CH3:18])[CH:9]=1)[CH2:4][OH:5]. (6) Given the reactants [Cl:1][C:2]1[CH:7]=[CH:6][CH:5]=[CH:4][C:3]=1[C:8]1[CH:13]=[C:12]([CH2:14][N:15]2[C:19](=[O:20])[N:18]([CH2:21][C@H:22]([OH:27])[C:23]([F:26])([F:25])[F:24])[C:17]([C:28]3[CH:33]=[CH:32][C:31]([Cl:34])=[CH:30][CH:29]=3)=[N:16]2)[CH:11]=[C:10]([C:35]([O:37]C)=[O:36])[CH:9]=1.[OH-].[Na+], predict the reaction product. The product is: [Cl:1][C:2]1[CH:7]=[CH:6][CH:5]=[CH:4][C:3]=1[C:8]1[CH:13]=[C:12]([CH2:14][N:15]2[C:19](=[O:20])[N:18]([CH2:21][C@H:22]([OH:27])[C:23]([F:26])([F:25])[F:24])[C:17]([C:28]3[CH:29]=[CH:30][C:31]([Cl:34])=[CH:32][CH:33]=3)=[N:16]2)[CH:11]=[C:10]([C:35]([OH:37])=[O:36])[CH:9]=1.